From a dataset of Full USPTO retrosynthesis dataset with 1.9M reactions from patents (1976-2016). Predict the reactants needed to synthesize the given product. Given the product [CH2:26]([N:28]1[C:32]([C:14]2[CH:15]=[C:10]3[CH:9]=[C:8]([C:7]4[CH:6]=[CH:5][N:4]=[CH:3][C:2]=4[CH3:1])[NH:25][C:11]3=[N:12][CH:13]=2)=[CH:31][C:30]([C:41]2[CH:42]=[N:43][CH:44]=[CH:45][CH:46]=2)=[N:29]1)[CH3:27], predict the reactants needed to synthesize it. The reactants are: [CH3:1][C:2]1[CH:3]=[N:4][CH:5]=[CH:6][C:7]=1[C:8]1[NH:25][C:11]2=[N:12][CH:13]=[C:14](B3OC(C)(C)C(C)(C)O3)[CH:15]=[C:10]2[CH:9]=1.[CH2:26]([N:28]1[C:32](OS(C(F)(F)F)(=O)=O)=[CH:31][C:30]([C:41]2[CH:42]=[N:43][CH:44]=[CH:45][CH:46]=2)=[N:29]1)[CH3:27].